This data is from Catalyst prediction with 721,799 reactions and 888 catalyst types from USPTO. The task is: Predict which catalyst facilitates the given reaction. (1) Reactant: [CH:1]1([CH2:6][C@H:7]([CH2:35][N:36]([CH:45]=[O:46])[O:37]CC2C=CC=CC=2)[C:8]([N:10]2[C@H:14]([C:15]([NH:17][C:18]3[CH:23]=[CH:22][CH:21]=[CH:20][N+:19]=3[O-:24])=[O:16])[CH2:13][CH2:12][N:11]2C(OCC2C=CC=CC=2)=O)=[O:9])[CH2:5][CH2:4][CH2:3][CH2:2]1. Product: [CH:1]1([CH2:6][C@H:7]([CH2:35][N:36]([CH:45]=[O:46])[OH:37])[C:8]([N:10]2[C@H:14]([C:15]([NH:17][C:18]3[CH:23]=[CH:22][CH:21]=[CH:20][N+:19]=3[O-:24])=[O:16])[CH2:13][CH2:12][NH:11]2)=[O:9])[CH2:2][CH2:3][CH2:4][CH2:5]1. The catalyst class is: 19. (2) Reactant: [C:1]([O:5][C:6]([NH:8][C@@H:9]([CH2:17][CH2:18][NH:19][C:20]([NH2:22])=[S:21])[C:10]([O:12][C:13]([CH3:16])([CH3:15])[CH3:14])=[O:11])=[O:7])([CH3:4])([CH3:3])[CH3:2].C([O-])(=O)C.[Na+].Br[CH:29]([CH:32]=O)[CH:30]=[O:31]. Product: [C:1]([O:5][C:6]([NH:8][C@@H:9]([CH2:17][CH2:18][NH:19][C:20]1[S:21][C:29]([CH:30]=[O:31])=[CH:32][N:22]=1)[C:10]([O:12][C:13]([CH3:14])([CH3:15])[CH3:16])=[O:11])=[O:7])([CH3:2])([CH3:3])[CH3:4]. The catalyst class is: 559. (3) Reactant: [C:1]1([C:9]2[CH:14]=[CH:13][CH:12]=[CH:11][CH:10]=2)[C:2]([CH:7]=O)=[CH:3][CH:4]=[CH:5][CH:6]=1.[CH3:15]C(C)([O-])C.[K+]. Product: [CH:7]([C:2]1[CH:3]=[CH:4][CH:5]=[CH:6][C:1]=1[C:9]1[CH:14]=[CH:13][CH:12]=[CH:11][CH:10]=1)=[CH2:15]. The catalyst class is: 597. (4) Reactant: [Cl:1][C:2]1[C:3]([N:8]2[C:12]([C:13]([O:15][CH3:16])=[O:14])=[CH:11][C:10]([CH2:17][OH:18])=[N:9]2)=[N:4][CH:5]=[CH:6][CH:7]=1.C(N(CC)CC)C.[CH3:26][S:27](Cl)(=[O:29])=[O:28]. Product: [Cl:1][C:2]1[C:3]([N:8]2[C:12]([C:13]([O:15][CH3:16])=[O:14])=[CH:11][C:10]([CH2:17][O:18][S:27]([CH3:26])(=[O:29])=[O:28])=[N:9]2)=[N:4][CH:5]=[CH:6][CH:7]=1. The catalyst class is: 4. (5) Reactant: [N+:1]([C:4]1[CH:5]=[CH:6][C:7]([N:10]2[CH2:15][CH2:14][NH:13][CH2:12][CH2:11]2)=[N:8][CH:9]=1)([O-:3])=[O:2].[C:16](O[BH-](OC(=O)C)OC(=O)C)(=O)C.[Na+].O.[CH2:31]1[CH2:35]OC[CH2:32]1. Product: [CH2:16]([N:13]1[CH2:12][CH2:11][N:10]([C:7]2[CH:6]=[CH:5][C:4]([N+:1]([O-:3])=[O:2])=[CH:9][N:8]=2)[CH2:15][CH2:14]1)[CH:31]([CH3:32])[CH3:35]. The catalyst class is: 15.